From a dataset of Full USPTO retrosynthesis dataset with 1.9M reactions from patents (1976-2016). Predict the reactants needed to synthesize the given product. (1) Given the product [F:19][C:16]1[CH:15]=[CH:14][C:13]([CH2:12][N:11]2[CH:6]3[CH:5]([CH2:10][CH2:9][CH:8]=[CH:7]3)[C:3]([OH:4])=[C:35]([C:30]3[NH:29][C:28]4[CH:39]=[CH:40][C:25]([NH:24][S:21]([CH3:20])(=[O:23])=[O:22])=[CH:26][C:27]=4[S:32](=[O:33])(=[O:34])[N:31]=3)[C:36]2=[O:37])=[CH:18][CH:17]=1, predict the reactants needed to synthesize it. The reactants are: CO[C:3]([CH:5]1[CH2:10][CH2:9][CH:8]=[CH:7][CH:6]1[NH:11][CH2:12][C:13]1[CH:18]=[CH:17][C:16]([F:19])=[CH:15][CH:14]=1)=[O:4].[CH3:20][S:21]([NH:24][C:25]1[CH:40]=[CH:39][C:28]2[NH:29][C:30]([CH2:35][C:36](O)=[O:37])=[N:31][S:32](=[O:34])(=[O:33])[C:27]=2[CH:26]=1)(=[O:23])=[O:22].CN1CCOCC1.Cl.CN(C)CCCN=C=NCC.[O-]CC.[Na+].Cl. (2) Given the product [O:1]=[CH:2][CH2:3][CH2:4][CH2:5][CH2:6][CH2:7][NH:8][C:9](=[O:15])[O:10][C:11]([CH3:13])([CH3:12])[CH3:14], predict the reactants needed to synthesize it. The reactants are: [OH:1][CH2:2][CH2:3][CH2:4][CH2:5][CH2:6][CH2:7][NH:8][C:9](=[O:15])[O:10][C:11]([CH3:14])([CH3:13])[CH3:12].C1C=C[NH+]=CC=1.[O-][Cr](Cl)(=O)=O. (3) Given the product [CH3:1][O:2][C:3]([C:5]1([CH:11]([O:13][S:20]([C:17]2[CH:18]=[CH:19][C:14]([CH3:24])=[CH:15][CH:16]=2)(=[O:22])=[O:21])[CH3:12])[CH2:10][O:9][CH2:8][CH2:7][O:6]1)=[O:4], predict the reactants needed to synthesize it. The reactants are: [CH3:1][O:2][C:3]([C:5]1([CH:11]([OH:13])[CH3:12])[CH2:10][O:9][CH2:8][CH2:7][O:6]1)=[O:4].[C:14]1([CH3:24])[CH:19]=[CH:18][C:17]([S:20](Cl)(=[O:22])=[O:21])=[CH:16][CH:15]=1. (4) The reactants are: Cl[C:2]1[C:3]([C:22]2[C:27]([CH3:28])=[CH:26][C:25]([CH3:29])=[CH:24][N:23]=2)=[CH:4][C:5]([N:8]2[CH2:13][CH2:12][N:11]([C:14](=[O:21])[CH2:15][CH2:16][S:17]([CH3:20])(=[O:19])=[O:18])[CH2:10][CH2:9]2)=[N:6][CH:7]=1.[NH4+].[OH-]. Given the product [CH3:28][C:27]1[C:22]([C:3]2[CH:2]=[CH:7][N:6]=[C:5]([N:8]3[CH2:9][CH2:10][N:11]([C:14](=[O:21])[CH2:15][CH2:16][S:17]([CH3:20])(=[O:18])=[O:19])[CH2:12][CH2:13]3)[CH:4]=2)=[N:23][CH:24]=[C:25]([CH3:29])[CH:26]=1, predict the reactants needed to synthesize it. (5) Given the product [Cl:1][C:2]1[CH:7]=[CH:6][C:5]([N:8]([CH3:27])[S:9]([C:12]([F:15])([F:13])[F:14])(=[O:10])=[O:11])=[C:4]([O:16][C:17]2[CH:22]=[CH:21][C:20]([Cl:23])=[CH:19][C:18]=2[Cl:24])[CH:3]=1, predict the reactants needed to synthesize it. The reactants are: [Cl:1][C:2]1[CH:7]=[CH:6][C:5]([NH:8][S:9]([C:12]([F:15])([F:14])[F:13])(=[O:11])=[O:10])=[C:4]([O:16][C:17]2[CH:22]=[CH:21][C:20]([Cl:23])=[CH:19][C:18]=2[Cl:24])[CH:3]=1.CI.[C:27](=O)([O-])[O-].[K+].[K+]. (6) Given the product [N:3]1[CH:10]=[CH:9][CH:8]=[CH:7][C:2]=1[CH2:1][NH:4][CH:6]([NH:5][CH2:11][C:6]1[CH:7]=[CH:8][CH:9]=[CH:10][N:5]=1)[CH3:11], predict the reactants needed to synthesize it. The reactants are: [CH2:1]([NH2:4])[CH2:2][NH2:3].[N:5]1[CH:10]=[CH:9][CH:8]=[CH:7][C:6]=1[CH:11]=O.[BH4-].[Na+]. (7) Given the product [Cl:1][C:2]1[CH:7]=[C:6]([Cl:8])[CH:5]=[CH:4][C:3]=1[C:9]1[S:13][C:12]([C:14]([N:34]2[CH2:33][CH2:32][C:31]([C:25]3[CH:26]=[CH:27][CH:28]=[CH:29][CH:30]=3)([C:37]([NH2:39])=[O:38])[CH2:36][CH2:35]2)=[O:16])=[CH:11][C:10]=1[C:17]1[CH:22]=[CH:21][C:20]([O:23][CH3:24])=[CH:19][CH:18]=1, predict the reactants needed to synthesize it. The reactants are: [Cl:1][C:2]1[CH:7]=[C:6]([Cl:8])[CH:5]=[CH:4][C:3]=1[C:9]1[S:13][C:12]([C:14]([OH:16])=O)=[CH:11][C:10]=1[C:17]1[CH:22]=[CH:21][C:20]([O:23][CH3:24])=[CH:19][CH:18]=1.[C:25]1([C:31]2([C:37]([NH2:39])=[O:38])[CH2:36][CH2:35][NH:34][CH2:33][CH2:32]2)[CH:30]=[CH:29][CH:28]=[CH:27][CH:26]=1.CCN(CC)CC.CN(C(ON1N=NC2C=CC=CC1=2)=[N+](C)C)C.[B-](F)(F)(F)F. (8) Given the product [C:41]([N:44]1[CH2:49][CH2:48][N:47]([CH2:50][C@@H:51]([CH2:52][O:53][CH3:54])[O:38][C:35]2[CH:36]=[CH:37][C:32]([CH:29]3[CH2:30][CH2:31][N:26]([C:23]4[CH:24]=[CH:25][C:20]5[N:21]([C:17]([C:16]([F:15])([F:39])[F:40])=[N:18][N:19]=5)[N:22]=4)[CH2:27][CH2:28]3)=[CH:33][CH:34]=2)[CH2:46][CH2:45]1)(=[O:43])[CH3:42], predict the reactants needed to synthesize it. The reactants are: CC(OC(/N=N/C(OC(C)C)=O)=O)C.[F:15][C:16]([F:40])([F:39])[C:17]1[N:21]2[N:22]=[C:23]([N:26]3[CH2:31][CH2:30][CH:29]([C:32]4[CH:37]=[CH:36][C:35]([OH:38])=[CH:34][CH:33]=4)[CH2:28][CH2:27]3)[CH:24]=[CH:25][C:20]2=[N:19][N:18]=1.[C:41]([N:44]1[CH2:49][CH2:48][N:47]([CH2:50][C@@H:51](O)[CH2:52][O:53][CH3:54])[CH2:46][CH2:45]1)(=[O:43])[CH3:42].C(P(CCCC)CCCC)CCC.C(C1CNCCN1C[C@@H](O)COC)(=O)C.